Dataset: Full USPTO retrosynthesis dataset with 1.9M reactions from patents (1976-2016). Task: Predict the reactants needed to synthesize the given product. (1) Given the product [C:20]([N:22]=[C:23]([NH:1][C@@H:2]([CH2:13][CH:14]1[CH2:15][CH2:16][CH2:17][CH2:18][CH2:19]1)[CH2:3][N:4]([CH3:12])[C:5](=[O:11])[O:6][C:7]([CH3:9])([CH3:10])[CH3:8])[S:24][CH3:25])#[N:21], predict the reactants needed to synthesize it. The reactants are: [NH2:1][C@@H:2]([CH2:13][CH:14]1[CH2:19][CH2:18][CH2:17][CH2:16][CH2:15]1)[CH2:3][N:4]([CH3:12])[C:5](=[O:11])[O:6][C:7]([CH3:10])([CH3:9])[CH3:8].[C:20]([N:22]=[C:23](SC)[S:24][CH3:25])#[N:21]. (2) The reactants are: CC[O-].[Na+].[S:5]1[CH:9]=[CH:8][CH:7]=[C:6]1[CH:10]=O.[C:12]([O:21]CC)(=[O:20])[CH2:13][CH2:14][C:15]([O:17][CH2:18][CH3:19])=[O:16]. Given the product [CH2:18]([O:17][C:15]([C:14](=[CH:10][C:6]1[S:5][CH:9]=[CH:8][CH:7]=1)[CH2:13][C:12]([OH:21])=[O:20])=[O:16])[CH3:19], predict the reactants needed to synthesize it. (3) Given the product [CH3:18][CH:16]([CH3:17])[CH2:15][CH:14]([C:11]1[CH:12]=[CH:13][C:8]([C:7]([NH:6][CH2:5][CH2:4][C:3]([OH:2])=[O:29])=[O:28])=[CH:9][CH:10]=1)[O:19][C:20]1[CH:25]=[CH:24][C:23]([C:34]2[CH:33]=[CH:32][C:31]([Cl:30])=[CH:36][C:35]=2[Cl:37])=[C:22]([Cl:27])[CH:21]=1, predict the reactants needed to synthesize it. The reactants are: C[O:2][C:3](=[O:29])[CH2:4][CH2:5][NH:6][C:7](=[O:28])[C:8]1[CH:13]=[CH:12][C:11]([CH:14]([O:19][C:20]2[CH:25]=[CH:24][C:23](Br)=[C:22]([Cl:27])[CH:21]=2)[CH2:15][CH:16]([CH3:18])[CH3:17])=[CH:10][CH:9]=1.[Cl:30][C:31]1[CH:36]=[C:35]([Cl:37])[CH:34]=[CH:33][C:32]=1B(O)O. (4) Given the product [Br:12][C:13]1[CH:17]=[N:16][N:2]([CH2:3][CH:8]2[CH2:7][CH2:6][CH2:5][CH2:9][O:10]2)[CH:11]=1, predict the reactants needed to synthesize it. The reactants are: C[N:2]([CH3:11])[C:3]1C=[C:5]([CH2:9][OH:10])[CH:6]=[CH:7][CH:8]=1.[Br:12][C:13]1C=N[NH:16][CH:17]=1.CC1(C)C(C)(C)OB(C2C=NNC=2)O1. (5) Given the product [C:1]([O:5][C:6]([N:8]1[CH2:12][CH:11]([O:13][CH2:14][C:15]2[CH:20]=[CH:19][CH:18]=[CH:17][CH:16]=2)[CH2:10][CH:9]1[CH2:21][C:22](=[O:23])[NH:25][CH:26]1[C:29]2[C:34](=[CH:33][C:32]([CH2:35][OH:36])=[CH:31][CH:30]=2)[CH2:37][CH2:28][CH2:27]1)=[O:7])([CH3:4])([CH3:2])[CH3:3], predict the reactants needed to synthesize it. The reactants are: [C:1]([O:5][C:6]([N:8]1[CH2:12][CH:11]([O:13][CH2:14][C:15]2[CH:20]=[CH:19][CH:18]=[CH:17][CH:16]=2)[CH2:10][CH:9]1[CH2:21][C:22](O)=[O:23])=[O:7])([CH3:4])([CH3:3])[CH3:2].[NH2:25][CH:26]([C:29]1[CH:34]=[CH:33][C:32]([CH2:35][OH:36])=[CH:31][CH:30]=1)[CH2:27][CH3:28].[CH:37]1C=CC2N(O)N=NC=2C=1. (6) Given the product [CH3:1][C@@:2]12[CH2:10][CH2:9][CH2:8][C:7]([CH3:12])([CH3:11])[C@@H:6]1[CH2:5][C:4]([C:13]([NH2:18])=[O:15])=[CH:3]2, predict the reactants needed to synthesize it. The reactants are: [CH3:1][C@@:2]12[CH2:10][CH2:9][CH2:8][C:7]([CH3:12])([CH3:11])[C@@H:6]1[CH2:5][C:4]([C:13]([OH:15])=O)=[CH:3]2.C([N:18](CC)CC)C.ClC(OCC(C)C)=O.[OH-].[NH4+]. (7) Given the product [NH2:1][C:2]1[N:7]=[CH:6][N:5]=[C:4]([NH:8][C@H:9]([C:11]2[N:15]([CH:16]3[CH2:17][CH2:18]3)[C:14]3[C:19]([C:23]([NH:33][CH:28]4[CH2:32][CH2:31][CH2:30][CH2:29]4)=[O:25])=[CH:20][CH:21]=[CH:22][C:13]=3[N:12]=2)[CH3:10])[C:3]=1[C:26]#[N:27], predict the reactants needed to synthesize it. The reactants are: [NH2:1][C:2]1[N:7]=[CH:6][N:5]=[C:4]([NH:8][C@H:9]([C:11]2[N:15]([CH:16]3[CH2:18][CH2:17]3)[C:14]3[C:19]([C:23]([OH:25])=O)=[CH:20][CH:21]=[CH:22][C:13]=3[N:12]=2)[CH3:10])[C:3]=1[C:26]#[N:27].[CH:28]1([NH2:33])[CH2:32][CH2:31][CH2:30][CH2:29]1.C(N(C(C)C)C(C)C)C.N1(O[P+](N2CCCC2)(N2CCCC2)N2CCCC2)C2C=CC=CC=2N=N1.